Task: Predict the product of the given reaction.. Dataset: Forward reaction prediction with 1.9M reactions from USPTO patents (1976-2016) (1) Given the reactants [F:1][C:2]1[CH:3]=[CH:4][C:5]([NH2:11])=[N:6][C:7]=1[C:8]([CH3:10])=[CH2:9].[H][H], predict the reaction product. The product is: [F:1][C:2]1[CH:3]=[CH:4][C:5]([NH2:11])=[N:6][C:7]=1[CH:8]([CH3:9])[CH3:10]. (2) Given the reactants [Cl:1][C:2]1[CH:3]=[C:4]([CH:8]=[CH:9][C:10]=1[O:11][C:12]1[CH:17]=[C:16]([C:18]([NH:20][C:21]2[S:22][CH:23]=[CH:24][N:25]=2)=[O:19])[CH:15]=[C:14]([O:26][CH:27]([CH3:29])[CH3:28])[CH:13]=1)[C:5](O)=[O:6].CN(C(ON1N=NC2C=CC=NC1=2)=[N+](C)C)C.F[P-](F)(F)(F)(F)F.[CH3:54][O:55][CH2:56][CH2:57][NH2:58].C(N(C(C)C)CC)(C)C, predict the reaction product. The product is: [Cl:1][C:2]1[CH:3]=[C:4]([CH:8]=[CH:9][C:10]=1[O:11][C:12]1[CH:17]=[C:16]([C:18]([NH:20][C:21]2[S:22][CH:23]=[CH:24][N:25]=2)=[O:19])[CH:15]=[C:14]([O:26][CH:27]([CH3:28])[CH3:29])[CH:13]=1)[C:5]([NH:58][CH2:57][CH2:56][O:55][CH3:54])=[O:6]. (3) The product is: [CH3:1][O:2][C:3]1[N:8]=[CH:7][C:6]([CH2:9][C:10]2[N:15]=[C:14]([C:16]3[N:28]=[CH:29][C:30]4[CH2:24][CH2:23][CH2:26][CH2:27][CH2:32][C:31]=4[N:17]=3)[CH:13]=[CH:12][CH:11]=2)=[CH:5][CH:4]=1. Given the reactants [CH3:1][O:2][C:3]1[N:8]=[CH:7][C:6]([CH2:9][C:10]2[N:15]=[C:14]([C:16]#[N:17])[CH:13]=[CH:12][CH:11]=2)=[CH:5][CH:4]=1.COC1N=[CH:24][C:23]([CH2:26][C:27]2[CH:32]=[CH:31][CH:30]=[CH:29][N+:28]=2[O-])=CC=1.C[Si](C#N)(C)C.C(Cl)(=O)N, predict the reaction product. (4) Given the reactants [C:1]([O:4][C:5]1[CH:26]=[CH:25][C:8]([C:9]2[C:18](=[O:19])[C:17]3[C:12](=[C:13]([CH3:24])[C:14]([O:20][C:21](=[O:23])[CH3:22])=[CH:15][CH:16]=3)[O:11][CH:10]=2)=[CH:7][CH:6]=1)(=[O:3])[CH3:2], predict the reaction product. The product is: [C:1]([O:4][C:5]1[CH:26]=[CH:25][C:8]([CH:9]2[CH:18]([OH:19])[C:17]3[C:12](=[C:13]([CH3:24])[C:14]([O:20][C:21](=[O:23])[CH3:22])=[CH:15][CH:16]=3)[O:11][CH2:10]2)=[CH:7][CH:6]=1)(=[O:3])[CH3:2].